This data is from Catalyst prediction with 721,799 reactions and 888 catalyst types from USPTO. The task is: Predict which catalyst facilitates the given reaction. (1) Reactant: N[C@H]1C2C(=CC=CC=2)C[C@H]1O.[Br:12][CH2:13][C:14]([C:16]1[CH:21]=[CH:20][C:19]([O:22][CH2:23][C:24]2[CH:29]=[CH:28][CH:27]=[CH:26][CH:25]=2)=[C:18]([N+:30]([O-:32])=[O:31])[CH:17]=1)=[O:15]. Product: [N+:30]([C:18]1[CH:17]=[C:16]([C@H:14]([OH:15])[CH2:13][Br:12])[CH:21]=[CH:20][C:19]=1[O:22][CH2:23][C:24]1[CH:29]=[CH:28][CH:27]=[CH:26][CH:25]=1)([O-:32])=[O:31]. The catalyst class is: 1. (2) Reactant: Cl.[NH2:2][C@@H:3]1[C:9](=[O:10])[N:8]([CH2:11][C:12]2[C:21]3[C:16](=[CH:17][CH:18]=[CH:19][CH:20]=3)[CH:15]=[CH:14][C:13]=2[CH3:22])[C:7]2[CH:23]=[CH:24][C:25]([C:27]#[N:28])=[CH:26][C:6]=2[N:5]([C:29](=[O:35])[CH2:30][S:31]([CH3:34])(=[O:33])=[O:32])[C@H:4]1[CH3:36].[C:37]([O:41][C:42]([N:44]([CH3:51])[C@@H:45]([CH2:49][CH3:50])[C:46](O)=[O:47])=[O:43])([CH3:40])([CH3:39])[CH3:38].C(N(CC)C(C)C)(C)C.CN(C(ON1N=NC2C=CC=CC1=2)=[N+](C)C)C.F[P-](F)(F)(F)(F)F. Product: [C:27]([C:25]1[CH:24]=[CH:23][C:7]2[N:8]([CH2:11][C:12]3[C:21]4[C:16](=[CH:17][CH:18]=[CH:19][CH:20]=4)[CH:15]=[CH:14][C:13]=3[CH3:22])[C:9](=[O:10])[C@@H:3]([NH:2][C:46](=[O:47])[C@@H:45]([N:44]([CH3:51])[C:42](=[O:43])[O:41][C:37]([CH3:38])([CH3:39])[CH3:40])[CH2:49][CH3:50])[C@H:4]([CH3:36])[N:5]([C:29](=[O:35])[CH2:30][S:31]([CH3:34])(=[O:33])=[O:32])[C:6]=2[CH:26]=1)#[N:28]. The catalyst class is: 3. (3) Reactant: [Cl:1][C:2]1[S:6][C:5]([NH:7][C:8]([N:10]([CH2:14][CH2:15][CH:16]([C:23]2[CH:28]=[CH:27][CH:26]=[CH:25][CH:24]=2)[C:17]2[CH:22]=[CH:21][CH:20]=[CH:19][CH:18]=2)[CH:11]([CH3:13])[CH3:12])=[O:9])=[N:4][C:3]=1[C:29]1[CH:38]=[CH:37][C:32]([C:33](OC)=[O:34])=[CH:31][CH:30]=1.[H-].[Al+3].[Li+].[H-].[H-].[H-]. Product: [Cl:1][C:2]1[S:6][C:5]([NH:7][C:8](=[O:9])[N:10]([CH2:14][CH2:15][CH:16]([C:17]2[CH:18]=[CH:19][CH:20]=[CH:21][CH:22]=2)[C:23]2[CH:28]=[CH:27][CH:26]=[CH:25][CH:24]=2)[CH:11]([CH3:13])[CH3:12])=[N:4][C:3]=1[C:29]1[CH:38]=[CH:37][C:32]([CH2:33][OH:34])=[CH:31][CH:30]=1. The catalyst class is: 1. (4) Reactant: [Cl:1][C:2]1[CH:3]=[C:4](B(O)O)[CH:5]=[CH:6][CH:7]=1.Br[C:12]1[CH:13]=[C:14]([C:32]([O:34][CH3:35])=[O:33])[C:15]2[NH:16][C:17]3[CH:18]=[C:19]([CH2:25][N:26]4[CH2:31][CH2:30][O:29][CH2:28][CH2:27]4)[CH:20]=[CH:21][C:22]=3[C:23]=2[N:24]=1.[O-]P([O-])([O-])=O.[K+].[K+].[K+].C1(P(C2CCCCC2)C2C=CC=CC=2C2C(OC)=CC=CC=2OC)CCCCC1. Product: [Cl:1][C:2]1[CH:3]=[C:4]([C:12]2[CH:13]=[C:14]([C:32]([O:34][CH3:35])=[O:33])[C:15]3[NH:16][C:17]4[CH:18]=[C:19]([CH2:25][N:26]5[CH2:27][CH2:28][O:29][CH2:30][CH2:31]5)[CH:20]=[CH:21][C:22]=4[C:23]=3[N:24]=2)[CH:5]=[CH:6][CH:7]=1. The catalyst class is: 318. (5) Reactant: [F:1][C:2]1[CH:7]=[CH:6][CH:5]=[C:4]([F:8])[C:3]=1[N:9]1[C:14]2[N:15]=[C:16]([NH:28][CH2:29][CH2:30][N:31]([CH3:33])[CH3:32])[N:17]=[C:18]([C:19]3[CH:20]=[C:21]([CH:25]=[CH:26][CH:27]=3)[C:22]([OH:24])=O)[C:13]=2[CH2:12][NH:11][C:10]1=[O:34].[CH2:35]([NH2:38])[CH2:36][CH3:37].CN(C(ON1N=NC2C=CC=NC1=2)=[N+](C)C)C.F[P-](F)(F)(F)(F)F.C(N(C(C)C)CC)(C)C. Product: [F:8][C:4]1[CH:5]=[CH:6][CH:7]=[C:2]([F:1])[C:3]=1[N:9]1[C:14]2[N:15]=[C:16]([NH:28][CH2:29][CH2:30][N:31]([CH3:32])[CH3:33])[N:17]=[C:18]([C:19]3[CH:20]=[C:21]([CH:25]=[CH:26][CH:27]=3)[C:22]([NH:38][CH2:35][CH2:36][CH3:37])=[O:24])[C:13]=2[CH2:12][NH:11][C:10]1=[O:34]. The catalyst class is: 34. (6) Reactant: [CH:1]1([NH:4][C:5]([NH:7][C:8]2[CH:13]=[CH:12][C:11]([O:14][C:15]3[C:16]4[CH:23]=[C:22]([C:24]5[CH:29]=[CH:28][C:27]([O:30][CH2:31][CH2:32][N:33]([CH2:36][CH3:37])[CH2:34][CH3:35])=[CH:26][CH:25]=5)[N:21](COCC[Si](C)(C)C)[C:17]=4[N:18]=[CH:19][N:20]=3)=[CH:10][C:9]=2[F:46])=[O:6])[CH2:3][CH2:2]1.[F-].C([N+](CCCC)(CCCC)CCCC)CCC.O. Product: [CH:1]1([NH:4][C:5]([NH:7][C:8]2[CH:13]=[CH:12][C:11]([O:14][C:15]3[C:16]4[CH:23]=[C:22]([C:24]5[CH:29]=[CH:28][C:27]([O:30][CH2:31][CH2:32][N:33]([CH2:36][CH3:37])[CH2:34][CH3:35])=[CH:26][CH:25]=5)[NH:21][C:17]=4[N:18]=[CH:19][N:20]=3)=[CH:10][C:9]=2[F:46])=[O:6])[CH2:2][CH2:3]1. The catalyst class is: 7. (7) Reactant: C(N(C(C)C)CC)(C)C.[Li]CCCC.[Cl:15][C:16]1[CH:21]=[C:20]([Cl:22])[N:19]=[C:18]([NH:23][C:24](=[O:30])[O:25][C:26]([CH3:29])([CH3:28])[CH3:27])[CH:17]=1.CN([CH:34]=[O:35])C. Product: [Cl:15][C:16]1[C:21]([CH:34]=[O:35])=[C:20]([Cl:22])[N:19]=[C:18]([NH:23][C:24](=[O:30])[O:25][C:26]([CH3:27])([CH3:29])[CH3:28])[CH:17]=1. The catalyst class is: 1. (8) Product: [F:34][C:2]([F:1])([F:35])[CH2:3][CH2:4][CH:5]([NH:24][C:23]1[CH:20]=[CH:19][C:39]([C:40]([OH:36])=[O:41])=[CH:38][CH:42]=1)[C:17]1[CH:22]=[CH:21][C:20]([C:23]2[CH:28]=[CH:27][C:26]([C:29]([F:30])([F:31])[F:32])=[CH:25][N:24]=2)=[CH:19][C:18]=1[CH3:33]. Reactant: [F:1][C:2]([F:35])([F:34])[CH2:3][CH2:4][CH:5]([C:17]1[CH:22]=[CH:21][C:20]([C:23]2[CH:28]=[CH:27][C:26]([C:29]([F:32])([F:31])[F:30])=[CH:25][N:24]=2)=[CH:19][C:18]=1[CH3:33])CC1C=CC(C(OC)=O)=CC=1.[OH-:36].[Na+].[CH2:38]1[CH2:42][O:41][CH2:40][CH2:39]1.Cl. The catalyst class is: 5. (9) Reactant: [Cl:1][C:2]1[CH:3]=[C:4]2[C:8](=[CH:9][CH:10]=1)[N:7]([CH2:11][C:12]1[CH:17]=[CH:16][CH:15]=[CH:14][CH:13]=1)[C:6]([C:18](=[O:23])[CH2:19][CH2:20][CH2:21][CH3:22])=[CH:5]2.C[Si]([N-][Si](C)(C)C)(C)C.[K+].[CH3:34][O:35][C:36]([C:38]1[CH:43]=[CH:42][C:41]([CH2:44]Br)=[CH:40][CH:39]=1)=[O:37].[NH4+].[Cl-]. Product: [CH2:11]([N:7]1[C:8]2[C:4](=[CH:3][C:2]([Cl:1])=[CH:10][CH:9]=2)[CH:5]=[C:6]1[C:18]([CH:19]([CH2:20][CH2:21][CH3:22])[CH2:44][C:41]1[CH:42]=[CH:43][C:38]([C:36]([O:35][CH3:34])=[O:37])=[CH:39][CH:40]=1)=[O:23])[C:12]1[CH:13]=[CH:14][CH:15]=[CH:16][CH:17]=1. The catalyst class is: 1.